This data is from Full USPTO retrosynthesis dataset with 1.9M reactions from patents (1976-2016). The task is: Predict the reactants needed to synthesize the given product. Given the product [S:1]([O:12][CH2:13][CH2:14][O:15][CH2:16][CH2:17][O:18][CH2:19][CH2:20][O:21][CH2:22][C:23]([O:25][C:26]([CH3:29])([CH3:28])[CH3:27])=[O:24])([C:4]1[CH:10]=[CH:9][C:7]([CH3:8])=[CH:6][CH:5]=1)(=[O:3])=[O:2], predict the reactants needed to synthesize it. The reactants are: [S:1](Cl)([C:4]1[CH:10]=[CH:9][C:7]([CH3:8])=[CH:6][CH:5]=1)(=[O:3])=[O:2].[OH:12][CH2:13][CH2:14][O:15][CH2:16][CH2:17][O:18][CH2:19][CH2:20][O:21][CH2:22][C:23]([O:25][C:26]([CH3:29])([CH3:28])[CH3:27])=[O:24].